From a dataset of Retrosynthesis with 50K atom-mapped reactions and 10 reaction types from USPTO. Predict the reactants needed to synthesize the given product. Given the product COc1ccc(C2CCOCC2)cc1NC(N)=S, predict the reactants needed to synthesize it. The reactants are: COc1ccc(C2CCOCC2)cc1NC(=S)NC(=O)c1ccccc1.